From a dataset of Full USPTO retrosynthesis dataset with 1.9M reactions from patents (1976-2016). Predict the reactants needed to synthesize the given product. (1) Given the product [C:27]1([CH:20]([C:21]2[CH:26]=[CH:25][CH:24]=[CH:23][CH:22]=2)[N:16]2[CH:17]=[CH:18][CH:19]=[C:14]([C:12]([NH:11][C@@H:6]([CH2:5][CH2:4][CH2:3][CH2:2][NH:1][C:53]([NH:52][S:49]([C:46]3[C:45]([CH3:57])=[C:44]4[C:43](=[C:42]([CH3:41])[C:47]=3[CH3:48])[O:61][C:60]([CH3:62])([CH3:63])[CH2:59][CH2:58]4)(=[O:50])=[O:51])=[NH:54])[C:7]([O:9][CH3:10])=[O:8])=[O:13])[C:15]2=[O:33])[CH:32]=[CH:31][CH:30]=[CH:29][CH:28]=1, predict the reactants needed to synthesize it. The reactants are: [NH2:1][CH2:2][CH2:3][CH2:4][CH2:5][C@H:6]([NH:11][C:12]([C:14]1[C:15](=[O:33])[N:16]([CH:20]([C:27]2[CH:32]=[CH:31][CH:30]=[CH:29][CH:28]=2)[C:21]2[CH:26]=[CH:25][CH:24]=[CH:23][CH:22]=2)[CH:17]=[CH:18][CH:19]=1)=[O:13])[C:7]([O:9][CH3:10])=[O:8].C(O)(C(F)(F)F)=O.[CH3:41][C:42]1[C:47]([CH3:48])=[C:46]([S:49](/[N:52]=[C:53](/SC)\[NH2:54])(=[O:51])=[O:50])[C:45]([CH3:57])=[C:44]2[CH2:58][CH2:59][C:60]([CH3:63])([CH3:62])[O:61][C:43]=12.C(N(CC)CC)C. (2) Given the product [ClH:33].[CH2:1]([O:8][C:9]1[CH:14]=[CH:13][N:12]([C:15]2[CH:16]=[C:17]3[C:21](=[CH:22][CH:23]=2)[N:20]([CH2:24][CH2:25][N:26]2[CH2:30][CH2:29][C@@H:28]([F:31])[CH2:27]2)[N:19]=[CH:18]3)[C:11](=[O:32])[CH:10]=1)[C:2]1[CH:7]=[CH:6][CH:5]=[CH:4][CH:3]=1, predict the reactants needed to synthesize it. The reactants are: [CH2:1]([O:8][C:9]1[CH:14]=[CH:13][N:12]([C:15]2[CH:16]=[C:17]3[C:21](=[CH:22][CH:23]=2)[N:20]([CH2:24][CH2:25][N:26]2[CH2:30][CH2:29][C@@H:28]([F:31])[CH2:27]2)[N:19]=[CH:18]3)[C:11](=[O:32])[CH:10]=1)[C:2]1[CH:7]=[CH:6][CH:5]=[CH:4][CH:3]=1.[ClH:33].C(OCC)C. (3) Given the product [CH:18]([C:21]1[CH:26]=[CH:25][C:24]([CH2:27][C:28]([NH:15][C@@H:13]([C:10]2[CH:9]=[CH:8][C:7]([O:6][CH2:5][C:4]([F:3])([F:16])[F:17])=[CH:12][N:11]=2)[CH3:14])=[O:29])=[CH:23][CH:22]=1)([CH3:20])[CH3:19], predict the reactants needed to synthesize it. The reactants are: Cl.Cl.[F:3][C:4]([F:17])([F:16])[CH2:5][O:6][C:7]1[CH:8]=[CH:9][C:10]([C@H:13]([NH2:15])[CH3:14])=[N:11][CH:12]=1.[CH:18]([C:21]1[CH:26]=[CH:25][C:24]([CH2:27][C:28](O)=[O:29])=[CH:23][CH:22]=1)([CH3:20])[CH3:19].C(Cl)CCl.ON1C2N=CC=CC=2N=N1.C(N(C(C)C)CC)(C)C. (4) Given the product [NH2:5][C@@H:3]([CH3:4])[CH2:2][N:43]1[CH:44]=[CH:45][C:41]([C:39]2[CH:38]=[C:37]([F:46])[C:34]([C:35]#[N:36])=[C:33]([Cl:32])[CH:40]=2)=[N:42]1, predict the reactants needed to synthesize it. The reactants are: O[CH2:2][C@@H:3]([NH:5]C(=O)OC(C)(C)C)[CH3:4].C1(P(C2C=CC=CC=2)C2C=CC=CC=2)C=CC=CC=1.[Cl:32][C:33]1[CH:40]=[C:39]([C:41]2[CH:45]=[CH:44][NH:43][N:42]=2)[CH:38]=[C:37]([F:46])[C:34]=1[C:35]#[N:36].CC(OC(/N=N/C(OC(C)C)=O)=O)C.Cl.